This data is from Reaction yield outcomes from USPTO patents with 853,638 reactions. The task is: Predict the reaction yield, written as a fraction of the theoretical maximum amount of product (1.0 means a 100% yield; for example, 0.34 means a 34% yield). The reactants are O[CH2:2][CH2:3][CH:4]1[S:8][C:7]([C:9]2[NH:10][C:11]3[C:16]([CH:17]=2)=[CH:15][CH:14]=[CH:13][C:12]=3[N:18]([CH3:27])[S:19]([C:22]2[S:23][CH:24]=[CH:25][CH:26]=2)(=[O:21])=[O:20])=[N:6][CH2:5]1.C1(P(C2C=CC=CC=2)C2C=CC=CC=2)C=CC=CC=1.[N:47](C(OCC)=O)=NC(OCC)=O.C1(P(N=[N+]=[N-])(C2C=CC=CC=2)=O)C=CC=CC=1.C(=O)([O-])O.[Na+]. The catalyst is O1CCCC1.O.C1(C)C=CC=CC=1. The product is [NH2:47][CH2:2][CH2:3][CH:4]1[S:8][C:7]([C:9]2[NH:10][C:11]3[C:16]([CH:17]=2)=[CH:15][CH:14]=[CH:13][C:12]=3[N:18]([CH3:27])[S:19]([C:22]2[S:23][CH:24]=[CH:25][CH:26]=2)(=[O:21])=[O:20])=[N:6][CH2:5]1. The yield is 0.410.